Dataset: Full USPTO retrosynthesis dataset with 1.9M reactions from patents (1976-2016). Task: Predict the reactants needed to synthesize the given product. (1) Given the product [Br:10][C:11]1[CH:16]=[CH:15][C:14]([N:5]([CH2:6][CH:7]([CH3:9])[CH3:8])[CH2:1][CH:2]([CH3:4])[CH3:3])=[C:13]([N+:18]([O-:20])=[O:19])[CH:12]=1, predict the reactants needed to synthesize it. The reactants are: [CH2:1]([NH:5][CH2:6][CH:7]([CH3:9])[CH3:8])[CH:2]([CH3:4])[CH3:3].[Br:10][C:11]1[CH:16]=[CH:15][C:14](F)=[C:13]([N+:18]([O-:20])=[O:19])[CH:12]=1. (2) Given the product [Cl:80][C:79]([Cl:78])([Cl:81])[C:3]([O:6][C:7]([N:9]1[CH:14]2[C:15]([C:28](=[O:29])[N:39]([CH3:38])[CH2:40][CH2:41][C:42]3[CH:47]=[CH:46][CH:45]=[CH:44][CH:43]=3)=[C:16]([C:18]3[CH:23]=[CH:22][CH:21]=[C:20]([CH2:24][CH:25]([OH:27])[CH3:26])[CH:19]=3)[CH2:17][CH:10]1[CH2:11][N:12]([C:33](=[O:35])[CH3:34])[CH2:13]2)=[O:8])([CH3:2])[CH3:5], predict the reactants needed to synthesize it. The reactants are: Cl[C:2](Cl)(Cl)[C:3]([O:6][C:7]([N:9]1[CH:14]2[C:15]([C:28](OCC)=[O:29])=[C:16]([C:18]3[CH:23]=[CH:22][CH:21]=[C:20]([CH2:24][CH:25]([OH:27])[CH3:26])[CH:19]=3)[CH2:17][CH:10]1[CH2:11][N:12]([C:33](=[O:35])[CH3:34])[CH2:13]2)=[O:8])([CH3:5])C.[CH3:38][NH:39][CH2:40][CH2:41][C:42]1[CH:47]=[CH:46][CH:45]=[CH:44][CH:43]=1.CCN(C(C)C)C(C)C.C1C=CC2N(O)N=NC=2C=1.CCN=C=NCCCN(C)C.[ClH:78].[CH2:79]([Cl:81])[Cl:80]. (3) Given the product [OH:28][CH:24]1[CH2:25][CH2:26][CH2:27][N:22]([C:3]2[C:2]([C:33]3[CH:34]=[N:35][C:30]([CH3:29])=[CH:31][CH:32]=3)=[CH:21][C:6]([C:7]([NH:9][C:10]3[CH:15]=[CH:14][C:13]([O:16][C:17]([F:20])([F:19])[F:18])=[CH:12][CH:11]=3)=[O:8])=[CH:5][N:4]=2)[CH2:23]1, predict the reactants needed to synthesize it. The reactants are: Br[C:2]1[C:3]([N:22]2[CH2:27][CH2:26][CH2:25][CH:24]([OH:28])[CH2:23]2)=[N:4][CH:5]=[C:6]([CH:21]=1)[C:7]([NH:9][C:10]1[CH:15]=[CH:14][C:13]([O:16][C:17]([F:20])([F:19])[F:18])=[CH:12][CH:11]=1)=[O:8].[CH3:29][C:30]1[N:35]=[CH:34][C:33](B(O)O)=[CH:32][CH:31]=1. (4) Given the product [Cl:1][C:2]1[CH:3]=[C:4]([CH:23]=[CH:24][CH:25]=1)[O:5][C:6]1[CH:11]=[CH:10][C:9]([B:12]([OH:13])[OH:16])=[CH:8][C:7]=1[O:21][CH3:22], predict the reactants needed to synthesize it. The reactants are: [Cl:1][C:2]1[CH:3]=[C:4]([CH:23]=[CH:24][CH:25]=1)[O:5][C:6]1[CH:11]=[CH:10][C:9]([B:12]2[O:16]C(C)(C)C(C)(C)[O:13]2)=[CH:8][C:7]=1[O:21][CH3:22].I([O-])(=O)(=O)=O.[Na+].C([O-])(=O)C.[NH4+].O. (5) The reactants are: [C:1]([O:6][CH2:7][CH2:8][S:9]([CH2:12][C:13]([O:15]C(C)(C)C)=[O:14])(=[O:11])=[O:10])(=[O:5])[C:2]([CH3:4])=[CH2:3].COC1C=CC(O)=CC=1.CCOC(C)=O. Given the product [C:1]([O:6][CH2:7][CH2:8][S:9]([CH2:12][C:13]([OH:15])=[O:14])(=[O:11])=[O:10])(=[O:5])[C:2]([CH3:4])=[CH2:3], predict the reactants needed to synthesize it. (6) Given the product [CH2:1]([O:3][C:4]1[CH:5]=[C:6]([C:13]2[O:17][N:16]=[C:15]([C:18]3[CH:19]=[CH:20][C:21]4[O:25][C:24]([C:26]([OH:29])=[O:27])=[CH:23][C:22]=4[CH:28]=3)[N:14]=2)[CH:7]=[CH:8][C:9]=1[O:10][CH2:11][CH3:12])[CH3:2], predict the reactants needed to synthesize it. The reactants are: [CH2:1]([O:3][C:4]1[CH:5]=[C:6]([C:13]2[O:17][N:16]=[C:15]([C:18]3[CH:19]=[CH:20][C:21]4[O:25][C:24]([CH:26]=[O:27])=[CH:23][C:22]=4[CH:28]=3)[N:14]=2)[CH:7]=[CH:8][C:9]=1[O:10][CH2:11][CH3:12])[CH3:2].[OH-:29].[K+]. (7) Given the product [CH3:1][CH2:2][CH2:3][CH2:4][CH2:5][C@H:6]([O:25][OH:29])/[CH:7]=[CH:8]/[C@@H:9]1[C@@H:10]([CH2:16]/[CH:17]=[CH:18]\[CH2:19][CH2:20][CH2:21][C:22]([OH:24])=[O:23])[C@H:11]2[O:14][O:15][C@@H:13]1[CH2:12]2, predict the reactants needed to synthesize it. The reactants are: [CH3:1][CH2:2][CH2:3][CH2:4][CH2:5][C@H:6]([OH:25])/[CH:7]=[CH:8]/[C@H:9]1[O:15][C@@H:13]2[O:14][C@@H:11]([CH2:12]2)[C@@H:10]1[CH2:16]/[CH:17]=[CH:18]\[CH2:19][CH2:20][CH2:21][C:22]([OH:24])=[O:23].C(O)C(N)(CO)C[OH:29]. (8) Given the product [F:13][C:14]1([F:25])[CH2:15][CH2:16][C:17]([OH:28])([C:20]([O:22][CH2:23][CH3:24])=[O:21])[CH2:18][CH2:19]1, predict the reactants needed to synthesize it. The reactants are: C([Li])CCC.C(NC(C)C)(C)C.[F:13][C:14]1([F:25])[CH2:19][CH2:18][CH:17]([C:20]([O:22][CH2:23][CH3:24])=[O:21])[CH2:16][CH2:15]1.O=O.[OH:28]S([O-])=O.[Na+].